This data is from Forward reaction prediction with 1.9M reactions from USPTO patents (1976-2016). The task is: Predict the product of the given reaction. (1) Given the reactants [F:1][C:2]([F:22])([F:21])[C:3]1[C:4]([N:9]2[CH2:15][CH2:14][C:13]3[C:16](O)=[N:17][CH:18]=[N:19][C:12]=3[CH2:11][CH2:10]2)=[N:5][CH:6]=[CH:7][CH:8]=1.O=P(Cl)(Cl)[Cl:25], predict the reaction product. The product is: [Cl:25][C:16]1[C:13]2[CH2:14][CH2:15][N:9]([C:4]3[C:3]([C:2]([F:22])([F:21])[F:1])=[CH:8][CH:7]=[CH:6][N:5]=3)[CH2:10][CH2:11][C:12]=2[N:19]=[CH:18][N:17]=1. (2) Given the reactants [NH2:1][CH2:2][CH2:3][CH2:4][CH2:5][CH2:6][CH2:7][CH2:8][CH2:9][CH2:10][CH2:11][CH2:12][CH2:13][CH2:14][CH2:15][CH2:16][CH2:17][CH2:18][C:19]([OH:21])=[O:20].[C:22]1(=[O:28])[O:27][C:25](=[O:26])[CH:24]=[CH:23]1.Cl, predict the reaction product. The product is: [C:19]([CH2:18][CH2:17][CH2:16][CH2:15][CH2:14][CH2:13][CH2:12][CH2:11][CH2:10][CH2:9][CH2:8][CH2:7][CH2:6][CH2:5][CH2:4][CH2:3][CH2:2][NH:1][C:22](=[O:28])/[CH:23]=[CH:24]\[C:25]([OH:27])=[O:26])([OH:21])=[O:20]. (3) Given the reactants [I:1][C:2]1[CH:7]=[CH:6][C:5]([NH:8][C:9]2[N:14]=[C:13]([O:15][CH3:16])[CH:12]=[CH:11][N:10]=2)=[CH:4][CH:3]=1.[H-].[Na+].[CH3:19]I.O, predict the reaction product. The product is: [I:1][C:2]1[CH:3]=[CH:4][C:5]([N:8]([CH3:19])[C:9]2[N:14]=[C:13]([O:15][CH3:16])[CH:12]=[CH:11][N:10]=2)=[CH:6][CH:7]=1.